This data is from Forward reaction prediction with 1.9M reactions from USPTO patents (1976-2016). The task is: Predict the product of the given reaction. (1) Given the reactants [CH2:1]([O:3][C:4]([C:6]1[NH:7][C:8]2[C:13]([CH:14]=1)=[CH:12][C:11]([S:15]C#N)=[C:10]([C:18]([CH3:21])([CH3:20])[CH3:19])[CH:9]=2)=[O:5])[CH3:2].S.[Na].[BH4-].[Na+].CO, predict the reaction product. The product is: [CH2:1]([O:3][C:4]([C:6]1[NH:7][C:8]2[C:13]([CH:14]=1)=[CH:12][C:11]([SH:15])=[C:10]([C:18]([CH3:19])([CH3:21])[CH3:20])[CH:9]=2)=[O:5])[CH3:2]. (2) The product is: [CH2:15]([NH:14][C:12]1[C:11]([C:19]([F:20])([F:21])[F:22])=[CH:10][C:9]2[NH:23][C:24](=[O:39])[CH2:25][C:26]([C:27]3[CH:32]=[CH:31][CH:30]=[C:29]([N:33]4[CH:37]=[CH:36][N:35]=[N:34]4)[CH:28]=3)=[N:7][C:8]=2[CH:13]=1)[CH:16]([CH3:17])[CH3:18]. Given the reactants C(OC(=O)[NH:7][C:8]1[CH:13]=[C:12]([NH:14][CH2:15][CH:16]([CH3:18])[CH3:17])[C:11]([C:19]([F:22])([F:21])[F:20])=[CH:10][C:9]=1[NH:23][C:24](=[O:39])[CH2:25][C:26](=O)[C:27]1[CH:32]=[CH:31][CH:30]=[C:29]([N:33]2[CH:37]=[CH:36][N:35]=[N:34]2)[CH:28]=1)(C)(C)C.C(O)(C(F)(F)F)=O, predict the reaction product. (3) Given the reactants Cl.[Cl:2][C:3]1[C:8]([C:9]2[C:10](=[O:16])[NH:11][C:12](=[O:15])[NH:13][CH:14]=2)=[CH:7][C:6]([F:17])=[CH:5][N:4]=1.C([O-])([O-])=O.[K+].[K+].Br[CH2:25][CH2:26][CH:27]([O:30][CH3:31])[O:28][CH3:29].O, predict the reaction product. The product is: [CH3:29][O:28][CH:27]([O:30][CH3:31])[CH2:26][CH2:25][N:13]1[CH:14]=[C:9]([C:8]2[C:3]([Cl:2])=[N:4][CH:5]=[C:6]([F:17])[CH:7]=2)[C:10](=[O:16])[NH:11][C:12]1=[O:15]. (4) Given the reactants C([O:8][N:9]1[C:14]2[N:15]=[CH:16][N:17]=[C:18]([CH3:19])[C:13]=2[C:12]([NH:20][CH2:21][C:22]2[CH:27]=[CH:26][C:25]([O:28][CH2:29][CH2:30][OH:31])=[CH:24][CH:23]=2)=[CH:11][C:10]1=[O:32])C1C=CC=CC=1.CO.[H][H], predict the reaction product. The product is: [OH:8][N:9]1[C:14]2[N:15]=[CH:16][N:17]=[C:18]([CH3:19])[C:13]=2[C:12]([NH:20][CH2:21][C:22]2[CH:27]=[CH:26][C:25]([O:28][CH2:29][CH2:30][OH:31])=[CH:24][CH:23]=2)=[CH:11][C:10]1=[O:32].